From a dataset of Forward reaction prediction with 1.9M reactions from USPTO patents (1976-2016). Predict the product of the given reaction. Given the reactants C(OC([N:8]1[CH2:13][CH2:12][C:11]2[NH:14][N:15]=[CH:16][C:10]=2[CH2:9]1)=O)(C)(C)C, predict the reaction product. The product is: [NH:14]1[C:11]2[CH2:12][CH2:13][NH:8][CH2:9][C:10]=2[CH:16]=[N:15]1.